From a dataset of Full USPTO retrosynthesis dataset with 1.9M reactions from patents (1976-2016). Predict the reactants needed to synthesize the given product. Given the product [CH3:33][CH:34]([CH3:35])[CH2:39][CH2:31][NH:32][C:28]([C:25]1[S:24][C:23]([NH:22][C:20]([N:12]2[CH2:11][C:19]3[C:14](=[CH:15][CH:16]=[CH:17][CH:18]=3)[CH2:13]2)=[O:21])=[N:27][CH:26]=1)=[O:30], predict the reactants needed to synthesize it. The reactants are: C1(CCCN)C=CC=CC=1.[CH2:11]1[C:19]2[C:14](=[CH:15][CH:16]=[CH:17][CH:18]=2)[CH2:13][N:12]1[C:20]([NH:22][C:23]1[S:24][C:25]([C:28]([OH:30])=O)=[CH:26][N:27]=1)=[O:21].[CH2:31]1[C:39]2[C:34](=[CH:35]C=CC=2)[CH2:33][N:32]1C(NC1C=CC(C(O)=O)=CC=1)=O.